This data is from Catalyst prediction with 721,799 reactions and 888 catalyst types from USPTO. The task is: Predict which catalyst facilitates the given reaction. (1) Reactant: [C:1]([O:5][N:6]=[C:7]1[C:16]2[C:11](=[CH:12][CH:13]=[C:14]([O:17][CH2:18][CH2:19]Cl)[CH:15]=2)[O:10][C:9]([C:21]2[N:26]=[CH:25][N:24]3[CH:27]=[CH:28][CH:29]=[C:23]3[CH:22]=2)=[CH:8]1)([CH3:4])([CH3:3])[CH3:2].C(=O)([O-])[O-].[K+].[K+].[NH:36]1[CH2:40][CH2:39][CH2:38][CH2:37]1. Product: [C:1]([O:5][N:6]=[C:7]1[C:16]2[C:11](=[CH:12][CH:13]=[C:14]([O:17][CH2:18][CH2:19][N:36]3[CH2:40][CH2:39][CH2:38][CH2:37]3)[CH:15]=2)[O:10][C:9]([C:21]2[N:26]=[CH:25][N:24]3[CH:27]=[CH:28][CH:29]=[C:23]3[CH:22]=2)=[CH:8]1)([CH3:4])([CH3:3])[CH3:2]. The catalyst class is: 10. (2) Reactant: Cl[CH2:2][CH2:3][CH2:4][N:5]1[CH2:10][C:9](=[N:11][OH:12])[C:8]2[N:13]([CH3:16])[CH:14]=[CH:15][C:7]=2[S:6]1(=[O:18])=[O:17].[F:19][C:20]1[CH:25]=[CH:24][C:23]([N:26]2[CH2:31][CH2:30][NH:29][CH2:28][CH2:27]2)=[CH:22][CH:21]=1.C(=O)([O-])O.[Na+].[I-].[Na+]. Product: [F:19][C:20]1[CH:21]=[CH:22][C:23]([N:26]2[CH2:31][CH2:30][N:29]([CH2:2][CH2:3][CH2:4][N:5]3[CH2:10][C:9](=[N:11][OH:12])[C:8]4[N:13]([CH3:16])[CH:14]=[CH:15][C:7]=4[S:6]3(=[O:18])=[O:17])[CH2:28][CH2:27]2)=[CH:24][CH:25]=1. The catalyst class is: 10. (3) Reactant: [Cl:1][C:2]1[CH:3]=[C:4]([C:10]2[N:15]=[N:14][C:13]([NH2:16])=[N:12][C:11]=2[C:17]2[CH:22]=[CH:21][CH:20]=[CH:19][CH:18]=2)[CH:5]=[C:6]([O:8]C)[CH:7]=1.B(Br)(Br)Br. Product: [NH2:16][C:13]1[N:14]=[N:15][C:10]([C:4]2[CH:5]=[C:6]([OH:8])[CH:7]=[C:2]([Cl:1])[CH:3]=2)=[C:11]([C:17]2[CH:22]=[CH:21][CH:20]=[CH:19][CH:18]=2)[N:12]=1. The catalyst class is: 6.